Task: Regression. Given a peptide amino acid sequence and an MHC pseudo amino acid sequence, predict their binding affinity value. This is MHC class I binding data.. Dataset: Peptide-MHC class I binding affinity with 185,985 pairs from IEDB/IMGT (1) The peptide sequence is ESPNLGEEIL. The MHC is Mamu-A01 with pseudo-sequence Mamu-A01. The binding affinity (normalized) is 0.203. (2) The peptide sequence is YMWECPDFF. The MHC is HLA-C04:01 with pseudo-sequence HLA-C04:01. The binding affinity (normalized) is 0.545. (3) The peptide sequence is GPEHSVADY. The MHC is HLA-A26:01 with pseudo-sequence HLA-A26:01. The binding affinity (normalized) is 0.0627.